Task: Predict the reaction yield, written as a fraction of the theoretical maximum amount of product (1.0 means a 100% yield; for example, 0.34 means a 34% yield).. Dataset: Reaction yield outcomes from USPTO patents with 853,638 reactions The reactants are Cl.[CH3:2][O:3][C:4](=[O:7])[CH2:5][NH2:6].C(N(C(C)C)CC)(C)C.C1OCCOCCOCCOCCOCCOC1.[F-].[K+].F[C:38]1[CH:43]=[CH:42][CH:41]=[CH:40][C:39]=1[N+:44]([O-:46])=[O:45].S([O-])(O)(=O)=O.[K+]. The catalyst is C(#N)C.C(OCC)(=O)C. The product is [CH3:2][O:3][C:4](=[O:7])[CH2:5][NH:6][C:38]1[CH:43]=[CH:42][CH:41]=[CH:40][C:39]=1[N+:44]([O-:46])=[O:45]. The yield is 0.850.